This data is from Catalyst prediction with 721,799 reactions and 888 catalyst types from USPTO. The task is: Predict which catalyst facilitates the given reaction. The catalyst class is: 36. Reactant: [OH:1][C@H:2]([C:14]1[C:23]2[C:18](=[CH:19][CH:20]=[C:21]([O:24][CH3:25])[CH:22]=2)[N:17]=[CH:16][CH:15]=1)[CH2:3][CH2:4][C@@H:5]1[CH2:10][CH2:9][NH:8][CH2:7][C@@H:6]1[C:11]([O-:13])=[O:12].[Na+].[CH2:27]1[CH:30]2[C:31]3[CH:37]=[CH:36][CH:35]=[CH:34][C:32]=3[S:33][CH:29]2[C:28]1=O.C([BH3-])#N.[Na+].C(CN)O. Product: [CH2:27]1[CH:30]2[C:31]3[CH:37]=[CH:36][CH:35]=[CH:34][C:32]=3[S:33][CH:29]2[CH:28]1[N:8]1[CH2:9][CH2:10][CH:5]([CH2:4][CH2:3][C@H:2]([OH:1])[C:14]2[C:23]3[C:18](=[CH:19][CH:20]=[C:21]([O:24][CH3:25])[CH:22]=3)[N:17]=[CH:16][CH:15]=2)[CH:6]([C:11]([OH:13])=[O:12])[CH2:7]1.